From a dataset of NCI-60 drug combinations with 297,098 pairs across 59 cell lines. Regression. Given two drug SMILES strings and cell line genomic features, predict the synergy score measuring deviation from expected non-interaction effect. Drug 1: C1=CN(C(=O)N=C1N)C2C(C(C(O2)CO)O)O.Cl. Drug 2: CCCCCOC(=O)NC1=NC(=O)N(C=C1F)C2C(C(C(O2)C)O)O. Cell line: COLO 205. Synergy scores: CSS=41.3, Synergy_ZIP=2.77, Synergy_Bliss=0.619, Synergy_Loewe=-31.3, Synergy_HSA=0.802.